Dataset: Forward reaction prediction with 1.9M reactions from USPTO patents (1976-2016). Task: Predict the product of the given reaction. (1) Given the reactants [Si:1]([O:8][C:9]1[CH:14]=[CH:13][C:12]([C:15]2[N:16]=[C:17]([C:22]3[C:31]4[C:26](=[CH:27][CH:28]=[CH:29][CH:30]=4)[CH:25]=[CH:24][CH:23]=3)[C:18]([NH2:21])=[N:19][CH:20]=2)=[CH:11][CH:10]=1)([C:4]([CH3:7])([CH3:6])[CH3:5])([CH3:3])[CH3:2].[Si:32]([O:39][C:40]1[CH:45]=[CH:44][C:43]([CH2:46][C:47](Cl)=[O:48])=[CH:42][CH:41]=1)([C:35]([CH3:38])([CH3:37])[CH3:36])([CH3:34])[CH3:33].O, predict the reaction product. The product is: [Si:32]([O:39][C:40]1[CH:41]=[CH:42][C:43]([CH2:46][C:47]([NH:21][C:18]2[C:17]([C:22]3[C:31]4[C:26](=[CH:27][CH:28]=[CH:29][CH:30]=4)[CH:25]=[CH:24][CH:23]=3)=[N:16][C:15]([C:12]3[CH:13]=[CH:14][C:9]([O:8][Si:1]([C:4]([CH3:7])([CH3:5])[CH3:6])([CH3:3])[CH3:2])=[CH:10][CH:11]=3)=[CH:20][N:19]=2)=[O:48])=[CH:44][CH:45]=1)([C:35]([CH3:38])([CH3:37])[CH3:36])([CH3:34])[CH3:33]. (2) Given the reactants [CH:1]([N:4]1[C:8]([C:9](=[O:11])[CH3:10])=[CH:7][N:6]=[C:5]1[CH2:12][CH3:13])([CH3:3])[CH3:2].[CH3:14][N:15]([CH:17]=O)[CH3:16].C[C:14]([N:15]([CH3:17])[CH3:16])=O, predict the reaction product. The product is: [CH3:14][N:15]([CH3:17])[CH:16]=[CH:10][C:9]([C:8]1[N:4]([CH:1]([CH3:3])[CH3:2])[C:5]([CH2:12][CH3:13])=[N:6][CH:7]=1)=[O:11]. (3) The product is: [C:27]([O:26][C:24]([N:18]1[CH2:19][C:20]([F:22])([F:23])[CH2:21][C@H:17]1[C:15]1[NH:16][C:12]([C:7]2[CH:6]=[CH:5][C:4]3[C:9](=[CH:10][CH:11]=[C:2]([C:58]4[CH:57]=[CH:56][C:55]([C:52]5[NH:51][C:50]([C@@H:34]6[CH2:35][N:36]7[C:44]8[CH:43]([C@@H:42]([NH:45][C:46]([O:47][CH3:48])=[O:49])[CH2:41][CH2:40][C:39]=8[CH:38]=[CH:37]7)[C:32](=[O:31])[CH2:33]6)=[N:54][CH:53]=5)=[CH:60][CH:59]=4)[CH:3]=3)[CH:8]=2)=[CH:13][N:14]=1)=[O:25])([CH3:29])([CH3:30])[CH3:28]. Given the reactants Br[C:2]1[CH:3]=[C:4]2[C:9](=[CH:10][CH:11]=1)[CH:8]=[C:7]([C:12]1[NH:16][C:15]([C@@H:17]3[CH2:21][C:20]([F:23])([F:22])[CH2:19][N:18]3[C:24]([O:26][C:27]([CH3:30])([CH3:29])[CH3:28])=[O:25])=[N:14][CH:13]=1)[CH:6]=[CH:5]2.[O:31]=[C:32]1[CH:43]2[C:44]3[N:36]([CH:37]=[CH:38][C:39]=3[CH2:40][CH2:41][C@@H:42]2[NH:45][C:46](=[O:49])[O:47][CH3:48])[CH2:35][C@@H:34]([C:50]2[NH:51][C:52]([C:55]3[CH:60]=[CH:59][C:58](B4OC(C)(C)C(C)(C)O4)=[CH:57][CH:56]=3)=[CH:53][N:54]=2)[CH2:33]1.[O-]P([O-])([O-])=O.[K+].[K+].[K+].CC(OC1C=CC=C(OC(C)C)C=1C1C(P(C2CCCCC2)C2CCCCC2)=CC=CC=1)C, predict the reaction product.